This data is from NCI-60 drug combinations with 297,098 pairs across 59 cell lines. The task is: Regression. Given two drug SMILES strings and cell line genomic features, predict the synergy score measuring deviation from expected non-interaction effect. (1) Drug 1: CCCCCOC(=O)NC1=NC(=O)N(C=C1F)C2C(C(C(O2)C)O)O. Drug 2: CC1=C2C(C(=O)C3(C(CC4C(C3C(C(C2(C)C)(CC1OC(=O)C(C(C5=CC=CC=C5)NC(=O)OC(C)(C)C)O)O)OC(=O)C6=CC=CC=C6)(CO4)OC(=O)C)O)C)O. Cell line: NCI-H460. Synergy scores: CSS=-1.78, Synergy_ZIP=0.404, Synergy_Bliss=-0.762, Synergy_Loewe=-3.48, Synergy_HSA=-2.88. (2) Drug 1: CC1=C(C=C(C=C1)NC(=O)C2=CC=C(C=C2)CN3CCN(CC3)C)NC4=NC=CC(=N4)C5=CN=CC=C5. Drug 2: COCCOC1=C(C=C2C(=C1)C(=NC=N2)NC3=CC=CC(=C3)C#C)OCCOC.Cl. Cell line: CAKI-1. Synergy scores: CSS=10.6, Synergy_ZIP=6.97, Synergy_Bliss=8.32, Synergy_Loewe=0.806, Synergy_HSA=4.46. (3) Cell line: MDA-MB-231. Drug 1: CCCS(=O)(=O)NC1=C(C(=C(C=C1)F)C(=O)C2=CNC3=C2C=C(C=N3)C4=CC=C(C=C4)Cl)F. Drug 2: CCC(=C(C1=CC=CC=C1)C2=CC=C(C=C2)OCCN(C)C)C3=CC=CC=C3.C(C(=O)O)C(CC(=O)O)(C(=O)O)O. Synergy scores: CSS=2.95, Synergy_ZIP=2.37, Synergy_Bliss=4.24, Synergy_Loewe=1.75, Synergy_HSA=2.07. (4) Drug 1: COC1=NC(=NC2=C1N=CN2C3C(C(C(O3)CO)O)O)N. Drug 2: CC1C(C(CC(O1)OC2CC(CC3=C2C(=C4C(=C3O)C(=O)C5=CC=CC=C5C4=O)O)(C(=O)C)O)N)O. Cell line: DU-145. Synergy scores: CSS=35.7, Synergy_ZIP=0.698, Synergy_Bliss=-0.121, Synergy_Loewe=-33.6, Synergy_HSA=-0.570.